From a dataset of Catalyst prediction with 721,799 reactions and 888 catalyst types from USPTO. Predict which catalyst facilitates the given reaction. (1) The catalyst class is: 10. Product: [CH3:1][O:2][C:3](=[O:26])[CH2:4][C@H:5]1[C:9]2[CH:10]=[CH:11][C:12]([O:14][C@H:15]3[C:23]4[C:18](=[C:19]([O:25][C:28]5[O:29][C:30]6[CH:36]=[CH:35][CH:34]=[CH:33][C:31]=6[N:32]=5)[CH:20]=[CH:21][C:22]=4[F:24])[CH2:17][CH2:16]3)=[CH:13][C:8]=2[O:7][CH2:6]1. Reactant: [CH3:1][O:2][C:3](=[O:26])[CH2:4][C@H:5]1[C:9]2[CH:10]=[CH:11][C:12]([O:14][C@H:15]3[C:23]4[C:18](=[C:19]([OH:25])[CH:20]=[CH:21][C:22]=4[F:24])[CH2:17][CH2:16]3)=[CH:13][C:8]=2[O:7][CH2:6]1.Cl[C:28]1[O:29][C:30]2[CH:36]=[CH:35][CH:34]=[CH:33][C:31]=2[N:32]=1.C([O-])([O-])=O.[K+].[K+]. (2) Product: [CH2:17]([O:10][C:3]1[C:4]([F:9])=[CH:5][C:6]([Br:8])=[CH:7][C:2]=1[Br:1])[C:18]1[CH:23]=[CH:22][CH:21]=[CH:20][CH:19]=1. The catalyst class is: 3. Reactant: [Br:1][C:2]1[CH:7]=[C:6]([Br:8])[CH:5]=[C:4]([F:9])[C:3]=1[OH:10].C(=O)([O-])[O-].[K+].[K+].[CH2:17](Br)[C:18]1[CH:23]=[CH:22][CH:21]=[CH:20][CH:19]=1. (3) Reactant: C(O)CCC.[CH2:6]([N:8]([CH2:18][CH3:19])[C:9]1[CH:10]=[C:11]([OH:17])[C:12](=[CH:15][CH:16]=1)[CH:13]=O)[CH3:7].[N+:20]([CH2:23][C:24](OCC)=[O:25])([O-:22])=[O:21].N1CCCCC1. Product: [N+:20]([C:23]1[C:24](=[O:25])[O:17][C:11]2[C:12]([CH:13]=1)=[CH:15][CH:16]=[C:9]([N:8]([CH2:18][CH3:19])[CH2:6][CH3:7])[CH:10]=2)([O-:22])=[O:21]. The catalyst class is: 15. (4) Reactant: [Br:1][C:2]1[O:6][C:5]([C@H:7]([O:10][C:11]2[C:12]([F:21])=[C:13]([C:17]([F:20])=[CH:18][CH:19]=2)[C:14]([NH2:16])=[O:15])[CH2:8][OH:9])=[N:4][C:3]=1[C:22]1[CH:27]=[CH:26][C:25]([C:28]([F:31])([F:30])[F:29])=[CH:24][CH:23]=1.[C:32]1(=[O:38])[O:37][C:35](=[O:36])[CH2:34][CH2:33]1.Cl. Product: [Br:1][C:2]1[O:6][C:5]([C@H:7]([O:10][C:11]2[CH:19]=[CH:18][C:17]([F:20])=[C:13]([C:14](=[O:15])[NH2:16])[C:12]=2[F:21])[CH2:8][O:9][C:32](=[O:38])[CH2:33][CH2:34][C:35]([OH:37])=[O:36])=[N:4][C:3]=1[C:22]1[CH:27]=[CH:26][C:25]([C:28]([F:29])([F:30])[F:31])=[CH:24][CH:23]=1. The catalyst class is: 383. (5) The catalyst class is: 1. Reactant: [Cl:1][C:2]1[CH:40]=[CH:39][C:5]([C:6]([N:8]2[CH2:14][C:13]3[CH:15]=[CH:16][C:17]([CH2:19][CH2:20][C:21](O)=[O:22])=[CH:18][C:12]=3[N:11]([CH2:24][C:25]3[CH:30]=[CH:29][C:28]([C:31]([N:33]4[CH2:37][CH:36]=[CH:35][CH2:34]4)=[O:32])=[CH:27][CH:26]=3)[C:10](=[O:38])[CH2:9]2)=[O:7])=[CH:4][CH:3]=1.C(N(CC)CC)C.ClC(OCC)=O.[BH4-].[Na+]. Product: [OH:22][CH2:21][CH2:20][CH2:19][C:17]1[CH:16]=[CH:15][C:13]2[CH2:14][N:8]([C:6](=[O:7])[C:5]3[CH:4]=[CH:3][C:2]([Cl:1])=[CH:40][CH:39]=3)[CH2:9][C:10](=[O:38])[N:11]([CH2:24][C:25]3[CH:30]=[CH:29][C:28]([C:31]([N:33]4[CH2:37][CH:36]=[CH:35][CH2:34]4)=[O:32])=[CH:27][CH:26]=3)[C:12]=2[CH:18]=1. (6) Reactant: [Cl:1][C:2]1[CH:3]=[C:4]([C:10]2[CH:14]=[CH:13][N:12]([CH2:15][C@@H:16]([NH:18][C:19]([C:21]3[NH:25][N:24]=[C:23]([CH:26]([OH:28])[CH3:27])[CH:22]=3)=[O:20])[CH3:17])[N:11]=2)[CH:5]=[CH:6][C:7]=1[C:8]#[N:9].[CH3:29][C:30]([CH3:41])([CH3:40])[C:31](O[C:31](=[O:32])[C:30]([CH3:41])([CH3:40])[CH3:29])=[O:32]. Product: [C:31]([O:28][CH:26]([C:23]1[CH:22]=[C:21]([C:19](=[O:20])[NH:18][C@@H:16]([CH3:17])[CH2:15][N:12]2[CH:13]=[CH:14][C:10]([C:4]3[CH:5]=[CH:6][C:7]([C:8]#[N:9])=[C:2]([Cl:1])[CH:3]=3)=[N:11]2)[NH:25][N:24]=1)[CH3:27])(=[O:32])[C:30]([CH3:41])([CH3:40])[CH3:29]. The catalyst class is: 383. (7) Reactant: [Cl:1][C:2]1[CH:10]=[C:9]([C:11]([NH:13][CH:14]([C:16]2[NH:20][C:19]3[CH:21]=[CH:22][C:23]([Cl:25])=[CH:24][C:18]=3[N:17]=2)[CH3:15])=[O:12])[CH:8]=[CH:7][C:3]=1[C:4](O)=[O:5].[CH2:26]([CH:33]1[CH2:37][CH2:36][CH2:35][NH:34]1)[C:27]1[CH:32]=[CH:31][CH:30]=[CH:29][CH:28]=1.C(N(C(C)C)CC)(C)C.ClCl. Product: [CH2:26]([CH:33]1[CH2:37][CH2:36][CH2:35][N:34]1[C:4]([C:3]1[CH:7]=[CH:8][C:9]([C:11]([NH:13][CH:14]([C:16]2[NH:20][C:19]3[CH:21]=[CH:22][C:23]([Cl:25])=[CH:24][C:18]=3[N:17]=2)[CH3:15])=[O:12])=[CH:10][C:2]=1[Cl:1])=[O:5])[C:27]1[CH:32]=[CH:31][CH:30]=[CH:29][CH:28]=1. The catalyst class is: 16. (8) Reactant: [Cl:1][C:2]1[CH:7]=[CH:6][C:5]([S:8]([N:11]([CH2:19][C:20]2[CH:25]=[CH:24][C:23]([C:26]#[N:27])=[CH:22][CH:21]=2)[CH2:12][C:13]2[CH:18]=[CH:17][CH:16]=[CH:15][N:14]=2)(=[O:10])=[O:9])=[CH:4][CH:3]=1.[N:28]([Si](C)(C)C)=[N+:29]=[N-:30].C([Sn](=O)CCCC)CCC. Product: [Cl:1][C:2]1[CH:7]=[CH:6][C:5]([S:8]([N:11]([CH2:12][C:13]2[CH:18]=[CH:17][CH:16]=[CH:15][N:14]=2)[CH2:19][C:20]2[CH:21]=[CH:22][C:23]([C:26]3[NH:30][N:29]=[N:28][N:27]=3)=[CH:24][CH:25]=2)(=[O:9])=[O:10])=[CH:4][CH:3]=1. The catalyst class is: 308. (9) Reactant: CN(C=O)C.[C:6]([O:10][C:11](=[O:28])[NH:12][CH2:13][CH2:14][CH2:15][C:16](=[O:27])[NH:17][C:18]1[CH:23]=[C:22]([C:24]#[N:25])[CH:21]=[CH:20][C:19]=1[NH2:26])([CH3:9])([CH3:8])[CH3:7].[H-].[Na+].I[CH2:32][CH2:33][CH3:34]. Product: [C:6]([O:10][C:11](=[O:28])[NH:12][CH2:13][CH2:14][CH2:15][C:16](=[O:27])[N:17]([C:18]1[CH:23]=[C:22]([C:24]#[N:25])[CH:21]=[CH:20][C:19]=1[NH2:26])[CH2:32][CH2:33][CH3:34])([CH3:9])([CH3:7])[CH3:8]. The catalyst class is: 22. (10) Reactant: [NH2:1][CH:2]1[C:8]2[CH:9]=[CH:10][C:11]([Cl:13])=[CH:12][C:7]=2[S:6](=[O:15])(=[O:14])[N:5]([CH3:16])[C:4]2[CH:17]=[CH:18][CH:19]=[CH:20][C:3]1=2.C(N(CC)CC)C.O=[CH:29][CH2:30][CH2:31][CH2:32][O:33][CH2:34][C:35]([O:37][C:38]([CH3:41])([CH3:40])[CH3:39])=[O:36].C(O[BH-](OC(=O)C)OC(=O)C)(=O)C.[Na+]. Product: [Cl:13][C:11]1[CH:10]=[CH:9][C:8]2[CH:2]([NH:1][CH2:29][CH2:30][CH2:31][CH2:32][O:33][CH2:34][C:35]([O:37][C:38]([CH3:39])([CH3:41])[CH3:40])=[O:36])[C:3]3[CH:20]=[CH:19][CH:18]=[CH:17][C:4]=3[N:5]([CH3:16])[S:6](=[O:15])(=[O:14])[C:7]=2[CH:12]=1. The catalyst class is: 576.